From a dataset of Forward reaction prediction with 1.9M reactions from USPTO patents (1976-2016). Predict the product of the given reaction. (1) Given the reactants Br[C:2]1[CH:3]=[C:4]2[C:9](=[CH:10][CH:11]=1)[N:8]=[CH:7][C:6]([C:12]([CH:14]1[CH2:16][CH2:15]1)=[O:13])=[C:5]2[NH:17][C@H:18]1[CH2:23][CH2:22][C@H:21]([CH2:24][N:25]2[CH2:29][CH2:28][CH2:27][CH2:26]2)[CH2:20][CH2:19]1.[Cl:30][C:31]1[CH:36]=[C:35](B2OC(C)(C)C(C)(C)O2)[CH:34]=[C:33]([Cl:46])[C:32]=1[OH:47].C([O-])([O-])=O.[Cs+].[Cs+], predict the reaction product. The product is: [CH:14]1([C:12]([C:6]2[CH:7]=[N:8][C:9]3[C:4]([C:5]=2[NH:17][C@H:18]2[CH2:23][CH2:22][C@H:21]([CH2:24][N:25]4[CH2:26][CH2:27][CH2:28][CH2:29]4)[CH2:20][CH2:19]2)=[CH:3][C:2]([C:35]2[CH:36]=[C:31]([Cl:30])[C:32]([OH:47])=[C:33]([Cl:46])[CH:34]=2)=[CH:11][CH:10]=3)=[O:13])[CH2:16][CH2:15]1. (2) Given the reactants [N+](C1C=CC=CC=1N)([O-])=O.ICl.C(OC=C(C(OCC)=O)C(OCC)=O)C.[NH2:28][C:29]1[CH:47]=[C:46]([I:48])[CH:45]=[CH:44][C:30]=1[NH:31][CH:32]=[C:33]([C:39]([O:41]CC)=O)[C:34]([O:36]CC)=O.OC1C2C(=C([N+]([O-])=O)C=C(I)C=2)N=CC=1C(OCC)=O.NC1C=C(I)C=C2C=1N=CC(C(OCC)=O)=C2O.[Cl:87][C:88]1[CH:95]=[CH:94][C:91]([CH2:92][NH2:93])=[CH:90][CH:89]=1, predict the reaction product. The product is: [NH2:28][C:29]1[CH:47]=[C:46]([I:48])[CH:45]=[C:44]2[C:30]=1[N:31]=[CH:32][C:33]([C:34]([NH:93][CH2:92][C:91]1[CH:94]=[CH:95][C:88]([Cl:87])=[CH:89][CH:90]=1)=[O:36])=[C:39]2[OH:41]. (3) Given the reactants [Si:1]([O:8][C@H:9]([C@H:11]1[NH:16][C:15]([CH3:18])([CH3:17])[CH2:14][C:13](=[O:19])[CH2:12]1)[CH3:10])([C:4]([CH3:7])([CH3:6])[CH3:5])([CH3:3])[CH3:2].[BH4-].[Na+], predict the reaction product. The product is: [Si:1]([O:8][C@H:9]([C@H:11]1[NH:16][C:15]([CH3:18])([CH3:17])[CH2:14][CH:13]([OH:19])[CH2:12]1)[CH3:10])([C:4]([CH3:7])([CH3:5])[CH3:6])([CH3:3])[CH3:2]. (4) Given the reactants [N+:1]([C:4]1[CH:5]=[C:6]2[C:12](=[CH:13][CH:14]=1)[CH:11]1[CH2:15][CH:7]2[CH2:8][NH:9][CH2:10]1)([O-:3])=[O:2].C(=O)([O-])[O-].[K+].[K+].[CH2:22](I)[CH3:23], predict the reaction product. The product is: [CH2:22]([N:9]1[CH2:8][CH:7]2[CH2:15][CH:11]([C:12]3[C:6]2=[CH:5][C:4]([N+:1]([O-:3])=[O:2])=[CH:14][CH:13]=3)[CH2:10]1)[CH3:23]. (5) Given the reactants C(OC([N:8]1[CH2:12][CH2:11][C@@H:10]([C:13]2[N:17]3[CH:18]=[C:19]([F:22])[CH:20]=[CH:21][C:16]3=[N:15][N:14]=2)[CH2:9]1)=O)(C)(C)C.C(O)(C(F)(F)F)=O, predict the reaction product. The product is: [F:22][C:19]1[CH:20]=[CH:21][C:16]2[N:17]([C:13]([C@@H:10]3[CH2:11][CH2:12][NH:8][CH2:9]3)=[N:14][N:15]=2)[CH:18]=1. (6) Given the reactants [CH3:1][C:2]([CH3:44])([CH2:6][C:7]1[N:11]([CH2:12][C:13]2[CH:18]=[CH:17][C:16](B3OC(C)(C)C(C)(C)O3)=[CH:15][CH:14]=2)[C:10]2[CH:28]=[CH:29][C:30]([O:32][CH2:33][C:34]3[CH:43]=[CH:42][C:41]4[C:36](=[CH:37][CH:38]=[CH:39][CH:40]=4)[N:35]=3)=[CH:31][C:9]=2[N:8]=1)[C:3]([OH:5])=[O:4].Br[C:46]1[S:50][CH:49]=[N:48][CH:47]=1, predict the reaction product. The product is: [CH3:1][C:2]([CH3:44])([CH2:6][C:7]1[N:11]([CH2:12][C:13]2[CH:14]=[CH:15][C:16]([C:46]3[S:50][CH:49]=[N:48][CH:47]=3)=[CH:17][CH:18]=2)[C:10]2[CH:28]=[CH:29][C:30]([O:32][CH2:33][C:34]3[CH:43]=[CH:42][C:41]4[C:36](=[CH:37][CH:38]=[CH:39][CH:40]=4)[N:35]=3)=[CH:31][C:9]=2[N:8]=1)[C:3]([OH:5])=[O:4]. (7) Given the reactants [CH3:1][C@@H:2]1[CH2:6][C:5]2[C:7]([C:13]3[CH:18]=[CH:17][N:16]=[CH:15][CH:14]=3)=[C:8]([CH3:12])[CH:9]=[C:10]([NH2:11])[C:4]=2[O:3]1.BrC1C2C[C@H](C)OC=2C(N)=CC=1C, predict the reaction product. The product is: [CH3:1][C@H:2]1[CH2:6][C:5]2[C:7]([C:13]3[CH:18]=[CH:17][N:16]=[CH:15][CH:14]=3)=[C:8]([CH3:12])[CH:9]=[C:10]([NH2:11])[C:4]=2[O:3]1.